This data is from Reaction yield outcomes from USPTO patents with 853,638 reactions. The task is: Predict the reaction yield, written as a fraction of the theoretical maximum amount of product (1.0 means a 100% yield; for example, 0.34 means a 34% yield). The reactants are Cl[C:2]1[CH:7]=[C:6]([Cl:8])[N:5]=[CH:4][N:3]=1.[CH3:9][O:10][C:11]1[CH:16]=[CH:15][CH:14]=[CH:13][C:12]=1[CH:17]([CH3:20])[CH2:18][NH2:19].CCN(C(C)C)C(C)C. The catalyst is C(O)(C)C. The product is [Cl:8][C:6]1[N:5]=[CH:4][N:3]=[C:2]([NH:19][CH2:18][CH:17]([C:12]2[CH:13]=[CH:14][CH:15]=[CH:16][C:11]=2[O:10][CH3:9])[CH3:20])[CH:7]=1. The yield is 0.770.